From a dataset of Full USPTO retrosynthesis dataset with 1.9M reactions from patents (1976-2016). Predict the reactants needed to synthesize the given product. (1) Given the product [CH2:1]([N:5]([CH2:49][CH2:50][C:51]([NH:54][C:55]([CH2:60][OH:61])([CH2:58][OH:59])[CH2:56][OH:57])=[O:52])[C:6]([C:8]1[C:12]([Cl:13])=[C:11]([CH3:14])[N:10]([C:15]2[CH:20]=[CH:19][C:18]([C:21](=[O:36])[NH:22][S:23]([C:26]3[CH:35]=[CH:34][C:33]4[C:28](=[CH:29][CH:30]=[CH:31][CH:32]=4)[CH:27]=3)(=[O:25])=[O:24])=[CH:17][C:16]=2[C:37]([N:39]2[CH2:48][CH2:47][C:46]3[C:41](=[CH:42][CH:43]=[CH:44][CH:45]=3)[CH2:40]2)=[O:38])[N:9]=1)=[O:7])[CH2:2][CH2:3][CH3:4], predict the reactants needed to synthesize it. The reactants are: [CH2:1]([N:5]([CH2:49][CH2:50][C:51](O)=[O:52])[C:6]([C:8]1[C:12]([Cl:13])=[C:11]([CH3:14])[N:10]([C:15]2[CH:20]=[CH:19][C:18]([C:21](=[O:36])[NH:22][S:23]([C:26]3[CH:35]=[CH:34][C:33]4[C:28](=[CH:29][CH:30]=[CH:31][CH:32]=4)[CH:27]=3)(=[O:25])=[O:24])=[CH:17][C:16]=2[C:37]([N:39]2[CH2:48][CH2:47][C:46]3[C:41](=[CH:42][CH:43]=[CH:44][CH:45]=3)[CH2:40]2)=[O:38])[N:9]=1)=[O:7])[CH2:2][CH2:3][CH3:4].[NH2:54][C:55]([CH2:60][OH:61])([CH2:58][OH:59])[CH2:56][OH:57]. (2) Given the product [Cl:32][C:33]1[CH:38]=[C:37]([F:39])[CH:36]=[CH:35][C:34]=1[O:40][CH:51]1[CH2:52][CH2:53][NH:48][CH2:49][CH2:50]1, predict the reactants needed to synthesize it. The reactants are: CCOC(/N=N/C(OCC)=O)=O.C1(P(C2C=CC=CC=2)C2C=CC=CC=2)C=CC=CC=1.[Cl:32][C:33]1[CH:38]=[C:37]([F:39])[CH:36]=[CH:35][C:34]=1[OH:40].C(OC([N:48]1[CH2:53][CH2:52][CH:51](O)[CH2:50][CH2:49]1)=O)(C)(C)C.Cl. (3) Given the product [CH:1]([N:5]1[C:13]2[CH:12]=[C:11]([Cl:14])[N:10]=[CH:9][C:8]=2[C:7]([N:21]2[CH2:22][C:19]3([CH2:16][O:17][CH2:18]3)[CH2:20]2)=[N:6]1)([CH2:3][CH3:4])[CH3:2], predict the reactants needed to synthesize it. The reactants are: [CH:1]([N:5]1[C:13]2[CH:12]=[C:11]([Cl:14])[N:10]=[CH:9][C:8]=2[C:7](I)=[N:6]1)([CH2:3][CH3:4])[CH3:2].[CH2:16]1[C:19]2([CH2:22][NH:21][CH2:20]2)[CH2:18][O:17]1.C(=O)([O-])[O-].[Cs+].[Cs+].C1(P(C2C=CC=CC=2)C2C3OC4C(=CC=CC=4P(C4C=CC=CC=4)C4C=CC=CC=4)C(C)(C)C=3C=CC=2)C=CC=CC=1. (4) Given the product [F:29][C:26]([F:27])([F:28])[C:24]1[CH:23]=[C:22]([C:30]2[CH:31]=[CH:32][C:33]([C:36]([F:39])([F:38])[F:37])=[CH:34][CH:35]=2)[N:21]=[C:20]([N:18]2[CH:19]=[C:15]([C:11]3[CH:10]=[C:9]([S:6]([NH2:5])(=[O:8])=[O:7])[CH:14]=[CH:13][CH:12]=3)[N:16]=[CH:17]2)[CH:25]=1, predict the reactants needed to synthesize it. The reactants are: C([NH:5][S:6]([C:9]1[CH:14]=[CH:13][CH:12]=[C:11]([C:15]2[N:16]=[CH:17][N:18]([C:20]3[CH:25]=[C:24]([C:26]([F:29])([F:28])[F:27])[CH:23]=[C:22]([C:30]4[CH:35]=[CH:34][C:33]([C:36]([F:39])([F:38])[F:37])=[CH:32][CH:31]=4)[N:21]=3)[CH:19]=2)[CH:10]=1)(=[O:8])=[O:7])(C)(C)C.C(O)(C(F)(F)F)=O. (5) The reactants are: [CH2:1]([N:4]([CH3:9])[CH2:5][C@@H:6]([OH:8])[CH3:7])[CH:2]=[CH2:3].F[C:11]1[CH:20]=[CH:19][CH:18]=[C:17]2[C:12]=1[C:13]([NH:21][C:22]1[CH:27]=[CH:26][C:25]([O:28][C:29]3[CH:30]=[N:31][C:32]([CH3:35])=[CH:33][CH:34]=3)=[C:24]([CH3:36])[CH:23]=1)=[N:14][CH:15]=[N:16]2. Given the product [CH2:1]([N:4]([CH3:9])[CH2:5][C@H:6]([CH3:7])[O:8][C:11]1[CH:20]=[CH:19][CH:18]=[C:17]2[C:12]=1[C:13]([NH:21][C:22]1[CH:27]=[CH:26][C:25]([O:28][C:29]3[CH:30]=[N:31][C:32]([CH3:35])=[CH:33][CH:34]=3)=[C:24]([CH3:36])[CH:23]=1)=[N:14][CH:15]=[N:16]2)[CH:2]=[CH2:3], predict the reactants needed to synthesize it.